Predict the reaction yield, written as a fraction of the theoretical maximum amount of product (1.0 means a 100% yield; for example, 0.34 means a 34% yield). From a dataset of Reaction yield outcomes from USPTO patents with 853,638 reactions. The reactants are Br[C:2]1[N:7]=[C:6]2[N:8]([C@H:12]([C:14]3[CH:19]=[CH:18][CH:17]=[CH:16][CH:15]=3)[CH3:13])[C:9]([OH:11])=[N:10][C:5]2=[N:4][CH:3]=1.C(N(CC)CC)C.C([Sn](CCCC)(CCCC)[C:32]([O:34]CC)=[CH2:33])CCC. The catalyst is C1C=CC([P]([Pd]([P](C2C=CC=CC=2)(C2C=CC=CC=2)C2C=CC=CC=2)([P](C2C=CC=CC=2)(C2C=CC=CC=2)C2C=CC=CC=2)[P](C2C=CC=CC=2)(C2C=CC=CC=2)C2C=CC=CC=2)(C2C=CC=CC=2)C2C=CC=CC=2)=CC=1.O1CCOCC1. The product is [OH:11][C:9]1[N:8]([C@H:12]([C:14]2[CH:19]=[CH:18][CH:17]=[CH:16][CH:15]=2)[CH3:13])[C:6]2=[N:7][C:2]([C:32](=[O:34])[CH3:33])=[CH:3][N:4]=[C:5]2[N:10]=1. The yield is 0.330.